This data is from Retrosynthesis with 50K atom-mapped reactions and 10 reaction types from USPTO. The task is: Predict the reactants needed to synthesize the given product. Given the product CN1CCN(c2ccc(C(=O)O)cc2S(=O)(=O)N(C)C2CCCCC2)CC1, predict the reactants needed to synthesize it. The reactants are: CN(C1CCCCC1)S(=O)(=O)c1cc(C(=O)O)ccc1Cl.CN1CCNCC1.